This data is from Full USPTO retrosynthesis dataset with 1.9M reactions from patents (1976-2016). The task is: Predict the reactants needed to synthesize the given product. The reactants are: [OH:1][C:2]1[CH:3]=[C:4]2[C:8](=[CH:9][CH:10]=1)[N:7]([S:11]([C:14]1[CH:19]=[CH:18][C:17]([CH3:20])=[CH:16][CH:15]=1)(=[O:13])=[O:12])[CH:6]=[C:5]2[CH2:21][CH2:22][NH:23][C:24](=[O:26])[CH3:25].C(=O)(O)[O-].[K+].Cl.Cl[CH2:34][CH2:35][N:36]1[CH2:41][CH2:40][CH2:39][CH2:38][CH2:37]1. Given the product [CH3:20][C:17]1[CH:16]=[CH:15][C:14]([S:11]([N:7]2[C:8]3[C:4](=[CH:3][C:2]([O:1][CH2:34][CH2:35][N:36]4[CH2:41][CH2:40][CH2:39][CH2:38][CH2:37]4)=[CH:10][CH:9]=3)[C:5]([CH2:21][CH2:22][NH:23][C:24](=[O:26])[CH3:25])=[CH:6]2)(=[O:13])=[O:12])=[CH:19][CH:18]=1, predict the reactants needed to synthesize it.